This data is from Forward reaction prediction with 1.9M reactions from USPTO patents (1976-2016). The task is: Predict the product of the given reaction. Given the reactants [Cl:1][C:2]1[CH:3]=[C:4]([C:12]2[O:16][N:15]=[C:14]([C:17]3[CH:18]=[CH:19][CH:20]=[C:21]4[C:25]=3[N:24]([CH3:26])[CH:23]=[C:22]4[CH2:27][CH2:28][CH2:29][C:30]([O:32]CC)=[O:31])[N:13]=2)[CH:5]=[CH:6][C:7]=1[O:8][CH:9]([CH3:11])[CH3:10].[OH-].[Na+].Cl, predict the reaction product. The product is: [Cl:1][C:2]1[CH:3]=[C:4]([C:12]2[O:16][N:15]=[C:14]([C:17]3[CH:18]=[CH:19][CH:20]=[C:21]4[C:25]=3[N:24]([CH3:26])[CH:23]=[C:22]4[CH2:27][CH2:28][CH2:29][C:30]([OH:32])=[O:31])[N:13]=2)[CH:5]=[CH:6][C:7]=1[O:8][CH:9]([CH3:10])[CH3:11].